The task is: Predict which catalyst facilitates the given reaction.. This data is from Catalyst prediction with 721,799 reactions and 888 catalyst types from USPTO. (1) Reactant: [CH:1]1([C:7]2[O:8][C:9]([CH3:15])=[C:10]([C:12](O)=[O:13])[N:11]=2)[CH2:6][CH2:5][CH2:4][CH2:3][CH2:2]1.C(Cl)(=O)C([Cl:19])=O. Product: [CH:1]1([C:7]2[O:8][C:9]([CH3:15])=[C:10]([C:12]([Cl:19])=[O:13])[N:11]=2)[CH2:6][CH2:5][CH2:4][CH2:3][CH2:2]1. The catalyst class is: 120. (2) Reactant: [CH2:1]([C:3]1[C:4]([OH:24])=[C:5]([C:20]([O:22][CH3:23])=[O:21])[C:6](=[O:19])[NH:7][C:8]=1[C:9]1[CH:10]=[C:11]2[C:15](=[CH:16][CH:17]=1)[N:14]([CH3:18])[CH:13]=[CH:12]2)[CH3:2].[C:38]1(P([C:38]2[CH:43]=[CH:42][CH:41]=[CH:40][CH:39]=2)[C:38]2[CH:43]=[CH:42][CH:41]=[CH:40][CH:39]=2)[CH:43]=[CH:42][CH:41]=[CH:40][CH:39]=1.[CH2:44](O)[C:45]1[CH:50]=[CH:49][CH:48]=[CH:47][CH:46]=1.[CH3:52]C(OC(/N=N/C(OC(C)C)=O)=O)C. Product: [CH2:44]([O:19][C:6]1[N:7]=[C:8]([C:9]2[CH:10]=[C:11]3[C:15](=[CH:16][CH:17]=2)[N:14]([CH3:18])[CH:13]=[CH:12]3)[C:3]([CH2:1][CH3:2])=[C:4]([O:24][CH2:52][C:38]2[CH:39]=[CH:40][CH:41]=[CH:42][CH:43]=2)[C:5]=1[C:20]([O:22][CH3:23])=[O:21])[C:45]1[CH:50]=[CH:49][CH:48]=[CH:47][CH:46]=1. The catalyst class is: 1. (3) Reactant: C(OC([N:8]1[CH2:13][C@@H:12]([O:14][S:15]([C:18]2[CH:23]=[CH:22][C:21]([C:24]([F:27])([F:26])[F:25])=[CH:20][CH:19]=2)(=[O:17])=[O:16])[CH2:11][CH2:10][C@H:9]1[C:28]([O:30]C(C)(C)C)=[O:29])=O)(C)(C)C. Product: [F:27][C:24]([F:25])([F:26])[C:21]1[CH:22]=[CH:23][C:18]([S:15]([O:14][C@@H:12]2[CH2:13][NH:8][C@H:9]([C:28]([OH:30])=[O:29])[CH2:10][CH2:11]2)(=[O:16])=[O:17])=[CH:19][CH:20]=1. The catalyst class is: 2. (4) Reactant: [CH3:1][C:2]1[CH:3]=[C:4]([CH:7]=[CH:8][C:9]=1[CH3:10])[CH:5]=O.C([O-])(=O)C.[NH4+].[N+:16]([CH3:19])([O-:18])=[O:17].C(OC(=O)C)(=O)C. Product: [CH3:1][C:2]1[CH:3]=[C:4](/[CH:5]=[CH:19]/[N+:16]([O-:18])=[O:17])[CH:7]=[CH:8][C:9]=1[CH3:10]. The catalyst class is: 15. (5) Reactant: [C:1]([O:4][CH2:5][C:6]1[C:11]([N:12]2[CH2:25][CH2:24][N:15]3[C:16]4[CH2:17][CH2:18][CH2:19][CH2:20][C:21]=4[C:22]([F:23])=[C:14]3[C:13]2=[O:26])=[CH:10][C:9]([F:27])=[CH:8][C:7]=1Br)(=[O:3])[CH3:2].[CH3:29][N:30]1[CH:35]=[C:34](B2OC(C)(C)C(C)(C)O2)[CH:33]=[C:32]([NH:45][C:46]2[CH:51]=[CH:50][C:49]([N:52]3[CH2:57][CH2:56][N:55]([CH:58]4[CH2:61][O:60][CH2:59]4)[CH2:54][C@@H:53]3[CH3:62])=[CH:48][N:47]=2)[C:31]1=[O:63].[O-]P([O-])([O-])=O.[K+].[K+].[K+].C1COCC1. Product: [C:1]([O:4][CH2:5][C:6]1[C:7]([C:34]2[CH:33]=[C:32]([NH:45][C:46]3[CH:51]=[CH:50][C:49]([N:52]4[CH2:57][CH2:56][N:55]([CH:58]5[CH2:59][O:60][CH2:61]5)[CH2:54][C@@H:53]4[CH3:62])=[CH:48][N:47]=3)[C:31](=[O:63])[N:30]([CH3:29])[CH:35]=2)=[CH:8][C:9]([F:27])=[CH:10][C:11]=1[N:12]1[CH2:25][CH2:24][N:15]2[C:16]3[CH2:17][CH2:18][CH2:19][CH2:20][C:21]=3[C:22]([F:23])=[C:14]2[C:13]1=[O:26])(=[O:3])[CH3:2]. The catalyst class is: 263. (6) Reactant: [N+:1]([C:4]1[CH:9]=[CH:8][C:7]([OH:10])=[CH:6][CH:5]=1)([O-:3])=[O:2].CC(C)=O.[CH2:15](Br)[C:16]1[CH:21]=[CH:20][CH:19]=[CH:18][CH:17]=1.C(=O)([O-])[O-].[K+].[K+]. Product: [CH2:15]([O:10][C:7]1[CH:8]=[CH:9][C:4]([N+:1]([O-:3])=[O:2])=[CH:5][CH:6]=1)[C:16]1[CH:21]=[CH:20][CH:19]=[CH:18][CH:17]=1. The catalyst class is: 175. (7) The catalyst class is: 11. Reactant: [N:1]1[C:10]2[C:5](=[CH:6][CH:7]=[CH:8][CH:9]=2)[C:4]([CH:11]=O)=[CH:3][CH:2]=1.[CH3:13][O:14][C:15](=[O:36])[CH:16]=P(C1C=CC=CC=1)(C1C=CC=CC=1)C1C=CC=CC=1. Product: [N:1]1[C:10]2[C:5](=[CH:6][CH:7]=[CH:8][CH:9]=2)[C:4](/[CH:11]=[CH:16]/[C:15]([O:14][CH3:13])=[O:36])=[CH:3][CH:2]=1. (8) Reactant: N1C=CC=CC=1.[C:7]([OH:11])([CH3:10])([CH3:9])[CH3:8].[CH3:12][C:13]1[CH:21]=[CH:20][C:16]([C:17](Cl)=[O:18])=[CH:15][CH:14]=1.O. Product: [C:7]([O:11][C:17](=[O:18])[C:16]1[CH:20]=[CH:21][C:13]([CH3:12])=[CH:14][CH:15]=1)([CH3:10])([CH3:9])[CH3:8]. The catalyst class is: 25.